This data is from Catalyst prediction with 721,799 reactions and 888 catalyst types from USPTO. The task is: Predict which catalyst facilitates the given reaction. (1) Reactant: [OH:1][CH2:2][CH2:3][N:4]1[C:12]2[CH2:11][CH2:10][CH2:9][CH:8]([NH:13][C:14](=[O:33])[CH2:15][C@@H:16]3[C:21](=[O:22])[NH:20][CH2:19][CH2:18][N:17]3[S:23]([C:26]3[CH:32]=[CH:31][C:29]([CH3:30])=[CH:28][CH:27]=3)(=[O:25])=[O:24])[C:7]=2[CH:6]=[N:5]1.[CH3:34][S:35](Cl)(=[O:37])=[O:36].CCN(CC)CC. Product: [CH3:34][S:35]([O:1][CH2:2][CH2:3][N:4]1[C:12]2[CH2:11][CH2:10][CH2:9][C@@H:8]([NH:13][C:14](=[O:33])[CH2:15][CH:16]3[C:21](=[O:22])[NH:20][CH2:19][CH2:18][N:17]3[S:23]([C:26]3[CH:32]=[CH:31][C:29]([CH3:30])=[CH:28][CH:27]=3)(=[O:24])=[O:25])[C:7]=2[CH:6]=[N:5]1)(=[O:37])=[O:36]. The catalyst class is: 2. (2) Reactant: [Cl:1][C:2]1[CH:16]=[CH:15][C:5]([O:6][C:7]2[N:12]=[CH:11][C:10]([CH2:13]O)=[CH:9][CH:8]=2)=[CH:4][CH:3]=1.O=S(Cl)[Cl:19]. Product: [Cl:19][CH2:13][C:10]1[CH:9]=[CH:8][C:7]([O:6][C:5]2[CH:15]=[CH:16][C:2]([Cl:1])=[CH:3][CH:4]=2)=[N:12][CH:11]=1. The catalyst class is: 4. (3) Reactant: [CH:1]([C:3]1[CH:17]=[CH:16][C:6]([O:7][C:8]2[CH:15]=[CH:14][C:11]([C:12]#[N:13])=[CH:10][N:9]=2)=[CH:5][CH:4]=1)=[O:2].C([O-])([O-])=[O:19].[K+].[K+].OO. Product: [CH:1]([C:3]1[CH:17]=[CH:16][C:6]([O:7][C:8]2[CH:15]=[CH:14][C:11]([C:12]([NH2:13])=[O:19])=[CH:10][N:9]=2)=[CH:5][CH:4]=1)=[O:2]. The catalyst class is: 16. (4) Reactant: Cl[C:2]1[CH:3]=[C:4]([N+:12]([O-])=O)[C:5]2[O:9][C:8](=[O:10])[NH:7][C:6]=2[CH:11]=1.N.[H][H]. Product: [NH2:12][C:4]1[C:5]2[O:9][C:8](=[O:10])[NH:7][C:6]=2[CH:11]=[CH:2][CH:3]=1. The catalyst class is: 63. (5) Reactant: [NH2:1][C:2]1[C:10]([N+:11]([O-:13])=[O:12])=[CH:9][CH:8]=[CH:7][C:3]=1[C:4]([OH:6])=[O:5].[CH3:14][Si](C=[N+]=[N-])(C)C. Product: [CH3:14][O:5][C:4](=[O:6])[C:3]1[CH:7]=[CH:8][CH:9]=[C:10]([N+:11]([O-:13])=[O:12])[C:2]=1[NH2:1]. The catalyst class is: 5. (6) Product: [CH2:1]([O:3][C:4](=[O:12])[C:5]1[CH:10]=[CH:9][C:8]([N:11]=[CH:17][C:16]2[CH:19]=[C:20]([F:22])[CH:21]=[C:14]([Br:13])[CH:15]=2)=[CH:7][CH:6]=1)[CH3:2]. The catalyst class is: 8. Reactant: [CH2:1]([O:3][C:4](=[O:12])[C:5]1[CH:10]=[CH:9][C:8]([NH2:11])=[CH:7][CH:6]=1)[CH3:2].[Br:13][C:14]1[CH:15]=[C:16]([CH:19]=[C:20]([F:22])[CH:21]=1)[CH:17]=O.